This data is from Catalyst prediction with 721,799 reactions and 888 catalyst types from USPTO. The task is: Predict which catalyst facilitates the given reaction. (1) Reactant: [F:1][C:2]1[CH:3]=[C:4]([C:9]2[O:13][N:12]=[C:11]([C:14]3[CH:15]=[N:16][CH:17]=[N:18][CH:19]=3)[N:10]=2)[CH:5]=[CH:6][C:7]=1[F:8].O.[C:21]1([CH3:31])[CH:26]=[CH:25][C:24]([S:27]([OH:30])(=[O:29])=[O:28])=[CH:23][CH:22]=1. Product: [S:27]([C:24]1[CH:25]=[CH:26][C:21]([CH3:31])=[CH:22][CH:23]=1)([OH:30])(=[O:29])=[O:28].[F:1][C:2]1[CH:3]=[C:4]([C:9]2[O:13][N:12]=[C:11]([C:14]3[CH:15]=[N:16][CH:17]=[N:18][CH:19]=3)[N:10]=2)[CH:5]=[CH:6][C:7]=1[F:8]. The catalyst class is: 13. (2) Reactant: FC(F)(F)C(O)=O.[CH2:8]([C:10]1[C:18]2[C:13](=[CH:14][CH:15]=[CH:16][CH:17]=2)[N:12]([C:19]2[N:23]=[C:22]([CH:24]3[CH2:29][CH2:28][NH:27][CH2:26][CH2:25]3)[O:21][N:20]=2)[N:11]=1)[CH3:9].[C:30]([O:34][C:35]([N:37]1[CH2:41][CH2:40][CH2:39][C@H:38]1[CH:42]=O)=[O:36])([CH3:33])([CH3:32])[CH3:31].C(=O)(O)[O-].[Na+]. Product: [CH2:8]([C:10]1[C:18]2[C:13](=[CH:14][CH:15]=[CH:16][CH:17]=2)[N:12]([C:19]2[N:23]=[C:22]([CH:24]3[CH2:29][CH2:28][N:27]([CH2:42][C@@H:38]4[CH2:39][CH2:40][CH2:41][N:37]4[C:35]([O:34][C:30]([CH3:31])([CH3:33])[CH3:32])=[O:36])[CH2:26][CH2:25]3)[O:21][N:20]=2)[N:11]=1)[CH3:9]. The catalyst class is: 4.